This data is from Catalyst prediction with 721,799 reactions and 888 catalyst types from USPTO. The task is: Predict which catalyst facilitates the given reaction. (1) Reactant: [Cl:1][C:2]1[CH:3]=[CH:4][C:5]2[N:11]3[C:12]([C:15]#[N:16])=[CH:13][CH:14]=[C:10]3[C@@H:9]([CH2:17][CH2:18][N:19]3[CH:23]=[C:22]([C:24]([O:26]CC)=[O:25])[CH:21]=[N:20]3)[O:8][C@H:7]([C:29]3[CH:34]=[CH:33][CH:32]=[C:31]([O:35][CH3:36])[C:30]=3[O:37][CH3:38])[C:6]=2[CH:39]=1.[OH-:40].[Na+]. Product: [NH2:16][C:15]([C:12]1[N:11]2[C:5]3[CH:4]=[CH:3][C:2]([Cl:1])=[CH:39][C:6]=3[C@@H:7]([C:29]3[CH:34]=[CH:33][CH:32]=[C:31]([O:35][CH3:36])[C:30]=3[O:37][CH3:38])[O:8][C@H:9]([CH2:17][CH2:18][N:19]3[CH:23]=[C:22]([C:24]([OH:26])=[O:25])[CH:21]=[N:20]3)[C:10]2=[CH:14][CH:13]=1)=[O:40]. The catalyst class is: 32. (2) Reactant: [O:1]=[CH:2][C:3]1[CH:11]=[CH:10][C:8]([OH:9])=[C:5]([O:6][CH3:7])[CH:4]=1.Cl[CH2:13][C:14]1[C:23]2[C:18](=[CH:19][CH:20]=[CH:21][CH:22]=2)[CH:17]=[CH:16][CH:15]=1.C(=O)([O-])[O-].[K+].[K+].O. Product: [CH3:7][O:6][C:5]1[CH:4]=[C:3]([CH:11]=[CH:10][C:8]=1[O:9][CH2:13][C:14]1[C:23]2[C:18](=[CH:19][CH:20]=[CH:21][CH:22]=2)[CH:17]=[CH:16][CH:15]=1)[CH:2]=[O:1]. The catalyst class is: 3. (3) Reactant: [NH2:1][C:2]1[N:6]([CH3:7])[C:5]([CH2:8][CH2:9][CH3:10])=[N:4][C:3]=1[C:11]([C:13]1[CH:18]=[CH:17][C:16]([CH3:19])=[CH:15][CH:14]=1)=O.O=[C:21]([CH3:32])[CH2:22][CH:23]([CH2:29][CH2:30][CH3:31])[C:24]([O:26][CH2:27][CH3:28])=[O:25].Cl[Si](C)(C)C.O. Product: [CH3:7][N:6]1[C:2]2=[N:1][C:21]([CH3:32])=[C:22]([CH:23]([CH2:29][CH2:30][CH3:31])[C:24]([O:26][CH2:27][CH3:28])=[O:25])[C:11]([C:13]3[CH:18]=[CH:17][C:16]([CH3:19])=[CH:15][CH:14]=3)=[C:3]2[N:4]=[C:5]1[CH2:8][CH2:9][CH3:10]. The catalyst class is: 3.